Task: Predict the reactants needed to synthesize the given product.. Dataset: Full USPTO retrosynthesis dataset with 1.9M reactions from patents (1976-2016) (1) Given the product [CH3:1][CH2:2][O:3][C:4]([C:6]1[N:24]([C:25]([O:27][C:28]([CH3:29])([CH3:31])[CH3:30])=[O:26])[C:9]2=[N:10][C:11]([Br:23])=[C:12]([OH:14])[CH:13]=[C:8]2[CH:7]=1)=[O:5], predict the reactants needed to synthesize it. The reactants are: [CH3:1][CH2:2][O:3][C:4]([C:6]1[N:24]([C:25]([O:27][C:28]([CH3:31])([CH3:30])[CH3:29])=[O:26])[C:9]2=[N:10][C:11]([Br:23])=[C:12]([O:14]C(=O)C3C=CC=CC=3)[CH:13]=[C:8]2[CH:7]=1)=[O:5].C(=O)([O-])[O-].[K+].[K+]. (2) The reactants are: [NH2:1][C:2]1[C:7]([C:8]#[N:9])=[C:6]([C:10]2[CH:15]=[CH:14][C:13]([O:16][CH2:17][CH2:18][O:19][CH3:20])=[CH:12][CH:11]=2)[C:5]([C:21]#[N:22])=[C:4]([SH:23])[N:3]=1.C(=O)(O)[O-].[Na+].Cl[CH2:30][C:31]1[N:32]=[C:33]([CH3:36])[S:34][CH:35]=1.O. Given the product [NH2:1][C:2]1[C:7]([C:8]#[N:9])=[C:6]([C:10]2[CH:11]=[CH:12][C:13]([O:16][CH2:17][CH2:18][O:19][CH3:20])=[CH:14][CH:15]=2)[C:5]([C:21]#[N:22])=[C:4]([S:23][CH2:30][C:31]2[N:32]=[C:33]([CH3:36])[S:34][CH:35]=2)[N:3]=1, predict the reactants needed to synthesize it. (3) The reactants are: I[C:2]1[C:10]2[C:9]([NH2:11])=[N:8][CH:7]=[N:6][C:5]=2[N:4]([C@@H:12]2[O:18][C@H:17]([CH2:19][OH:20])[C@@H:15]([OH:16])[C@@:13]2([CH3:21])[OH:14])[CH:3]=1.[NH:22]1[C:26](B(O)O)=[CH:25][CH:24]=[N:23]1.C([O-])([O-])=O.[Na+].[Na+]. Given the product [CH3:21][C@@:13]1([OH:14])[C@H:15]([OH:16])[C@@H:17]([CH2:19][OH:20])[O:18][C@H:12]1[N:4]1[C:5]2[N:6]=[CH:7][N:8]=[C:9]([NH2:11])[C:10]=2[C:2]([C:24]2[NH:23][N:22]=[CH:26][CH:25]=2)=[CH:3]1, predict the reactants needed to synthesize it. (4) The reactants are: [C:1]1([CH2:7][CH2:8][CH2:9][CH2:10][CH2:11]O)[CH:6]=[CH:5][CH:4]=[CH:3][CH:2]=1.C1(P(C2C=CC=CC=2)C2C=CC=CC=2)C=CC=CC=1.N1C=CN=C1.[I:37]I. Given the product [C:1]1([CH2:7][CH2:8][CH2:9][CH2:10][CH2:11][I:37])[CH:6]=[CH:5][CH:4]=[CH:3][CH:2]=1, predict the reactants needed to synthesize it. (5) Given the product [CH3:1][O:2][C:3]([C@@H:5]1[CH2:18][C@H:17]([NH:19][C:29](=[O:31])[CH3:30])[C:16](=[O:20])[C@H:15]2[C@@:6]1([CH3:28])[CH2:7][CH2:8][C@@H:9]1[C@:14]2([CH3:21])[CH2:13][C@@H:12]([C:22]2[CH:26]=[CH:25][O:24][CH:23]=2)[O:11][C:10]1=[O:27])=[O:4], predict the reactants needed to synthesize it. The reactants are: [CH3:1][O:2][C:3]([C@@H:5]1[CH2:18][C@H:17]([NH2:19])[C:16](=[O:20])[C@H:15]2[C@@:6]1([CH3:28])[CH2:7][CH2:8][C@@H:9]1[C@:14]2([CH3:21])[CH2:13][C@@H:12]([C:22]2[CH:26]=[CH:25][O:24][CH:23]=2)[O:11][C:10]1=[O:27])=[O:4].[C:29](OC(=O)C)(=[O:31])[CH3:30]. (6) Given the product [Cl:24][C:12]1[S:13][CH:14]=[C:15]([CH2:17][CH2:18][CH2:19][CH2:20][CH2:21][CH3:22])[N:16]=1, predict the reactants needed to synthesize it. The reactants are: C(#N)C.N(OC(C)(C)C)=O.N[C:12]1[S:13][CH:14]=[C:15]([CH2:17][CH2:18][CH2:19][CH2:20][CH2:21][CH3:22])[N:16]=1.C(Cl)(Cl)[Cl:24].CCCCCC. (7) Given the product [CH3:1][CH2:2][N:3]([CH2:6][CH2:7][NH:8][C:9]([C:11]1[C:15]([CH3:16])=[C:14](/[CH:17]=[C:18]2/[C:19]3[CH:24]=[C:23]([F:25])[CH:22]=[CH:21][C:20]=3[NH:26][C:27]/2=[O:28])[NH:13][C:12]=1[CH3:29])=[O:10])[CH2:4][CH3:5].[CH2:33]([C:34]([OH:36])=[O:35])[C@H:31]([OH:32])[C:30]([OH:38])=[O:37], predict the reactants needed to synthesize it. The reactants are: [CH3:1][CH2:2][N:3]([CH2:6][CH2:7][NH:8][C:9]([C:11]1[C:15]([CH3:16])=[C:14](/[CH:17]=[C:18]2/[C:19]3[CH:24]=[C:23]([F:25])[CH:22]=[CH:21][C:20]=3[NH:26][C:27]/2=[O:28])[NH:13][C:12]=1[CH3:29])=[O:10])[CH2:4][CH3:5].[C:30]([OH:38])(=[O:37])[CH:31]([CH2:33][C:34]([OH:36])=[O:35])[OH:32].